Regression. Given two drug SMILES strings and cell line genomic features, predict the synergy score measuring deviation from expected non-interaction effect. From a dataset of NCI-60 drug combinations with 297,098 pairs across 59 cell lines. Cell line: M14. Drug 1: C1C(C(OC1N2C=NC3=C2NC=NCC3O)CO)O. Drug 2: C(CCl)NC(=O)N(CCCl)N=O. Synergy scores: CSS=-2.31, Synergy_ZIP=-2.12, Synergy_Bliss=-4.74, Synergy_Loewe=-9.52, Synergy_HSA=-9.45.